This data is from Full USPTO retrosynthesis dataset with 1.9M reactions from patents (1976-2016). The task is: Predict the reactants needed to synthesize the given product. (1) Given the product [C:103]([CH2:102][CH2:101][CH2:100][N:8]([CH3:48])[C@H:9]([C:13]([NH:15][C@H:16]([C:20]([N:22]([C@@H:24]([C@@H:44]([CH3:47])[CH2:45][CH3:46])[C@H:25]([O:42][CH3:43])[CH2:26][C:27]([N:29]1[CH2:33][CH2:32][CH2:31][C@H:30]1[C@H:34]([O:40][CH3:41])[C@@H:35]([CH3:36])[C:37]([NH:60][CH2:59][CH2:58][C:51]1[C:52]2[C:57](=[CH:56][CH:55]=[CH:54][CH:53]=2)[NH:49][CH:50]=1)=[O:38])=[O:28])[CH3:23])=[O:21])[CH:17]([CH3:19])[CH3:18])=[O:14])[CH:10]([CH3:11])[CH3:12])([OH:105])=[O:104], predict the reactants needed to synthesize it. The reactants are: C(OC([N:8]([CH3:48])[C@H:9]([C:13]([NH:15][C@H:16]([C:20]([N:22]([C@@H:24]([C@@H:44]([CH3:47])[CH2:45][CH3:46])[C@H:25]([O:42][CH3:43])[CH2:26][C:27]([N:29]1[CH2:33][CH2:32][CH2:31][C@H:30]1[C@H:34]([O:40][CH3:41])[C@H:35]([C:37](O)=[O:38])[CH3:36])=[O:28])[CH3:23])=[O:21])[CH:17]([CH3:19])[CH3:18])=[O:14])[CH:10]([CH3:12])[CH3:11])=O)(C)(C)C.[NH:49]1[C:57]2[C:52](=[CH:53][CH:54]=[CH:55][CH:56]=2)[C:51]([CH2:58][CH2:59][NH2:60])=[CH:50]1.F[P-](F)(F)(F)(F)F.N1(OC(N(C)C)=[N+](C)C)C2N=CC=CC=2N=N1.FC(F)(F)C(O)=O.FC(F)(F)C([O-])=O.O=[CH:100][CH2:101][CH2:102][C:103]([OH:105])=[O:104].C([BH3-])#N.[Na+]. (2) Given the product [NH2:1][C:2]1[CH:7]=[C:6]([NH2:8])[C:5]([NH2:9])=[CH:4][N:3]=1, predict the reactants needed to synthesize it. The reactants are: [NH2:1][C:2]1[CH:7]=[C:6]([NH2:8])[C:5]([N+:9]([O-])=O)=[CH:4][N:3]=1. (3) Given the product [CH:1]1[C:9]2[C:8]3[CH:10]=[CH:11][CH:12]=[CH:13][C:7]=3[O:6][C:5]=2[C:4]([OH:28])=[CH:3][CH:2]=1, predict the reactants needed to synthesize it. The reactants are: [CH:1]1[C:9]2[C:8]3[CH:10]=[CH:11][CH:12]=[CH:13][C:7]=3[O:6][C:5]=2[CH:4]=[CH:3][CH:2]=1.CN(C)CCN(C)C.[Li]CCCC.B(OCCCC)(OCCCC)[O:28]CCCC.OO.Cl. (4) Given the product [C:1]1([CH2:7][CH2:8][C:9]2[CH:10]=[C:11]([C:15]3[N:16]=[C:17]([CH2:20][N:21]4[CH:25]=[C:24]([C:26]([OH:28])=[O:27])[CH:23]=[N:22]4)[S:18][CH:19]=3)[CH:12]=[CH:13][CH:14]=2)[CH:6]=[CH:5][CH:4]=[CH:3][CH:2]=1, predict the reactants needed to synthesize it. The reactants are: [C:1]1(/[CH:7]=[CH:8]/[C:9]2[CH:10]=[C:11]([C:15]3[N:16]=[C:17]([CH2:20][N:21]4[CH:25]=[C:24]([C:26]([OH:28])=[O:27])[CH:23]=[N:22]4)[S:18][CH:19]=3)[CH:12]=[CH:13][CH:14]=2)[CH:6]=[CH:5][CH:4]=[CH:3][CH:2]=1. (5) Given the product [F:1][C:2]1[CH:3]=[C:4]([C:5](=[O:6])[CH3:19])[CH:11]=[CH:12][C:13]=1[O:14][C:15]([F:16])([F:17])[F:18], predict the reactants needed to synthesize it. The reactants are: [F:1][C:2]1[CH:3]=[C:4]([CH:11]=[CH:12][C:13]=1[O:14][C:15]([F:18])([F:17])[F:16])[C:5](N(OC)C)=[O:6].[CH3:19][Mg]Br.O1CCCC1.[Cl-].[NH4+]. (6) Given the product [OH:23][C:20]1[C:21]([CH:6]([CH3:1])[CH2:7][C:8]([O:10][CH3:11])=[O:9])=[C:19]([OH:18])[N:26]=[CH:24][N:25]=1, predict the reactants needed to synthesize it. The reactants are: [CH3:1][O-].[Na+].CO[C:6](=O)[CH2:7][C:8]([O:10][CH3:11])=[O:9].C([O:18][CH3:19])(=O)/C=C/C.[C:20]([OH:23])(=O)[CH3:21].[CH:24]([NH2:26])=[NH:25].Cl.